This data is from Forward reaction prediction with 1.9M reactions from USPTO patents (1976-2016). The task is: Predict the product of the given reaction. (1) Given the reactants [CH2:1]([N:8]1[CH2:13][CH2:12][O:11][C:10](=[O:14])[C@@H:9]1[C:15]1[CH:20]=[CH:19][CH:18]=[CH:17][CH:16]=1)[C:2]1[CH:7]=[CH:6][CH:5]=[CH:4][CH:3]=1.C([BH-](C(CC)C)C(CC)C)(CC)C.[Li+].[Cl:35][C:36]1[CH:37]=[C:38]([CH:41]=[C:42]([Cl:44])[CH:43]=1)[CH2:39]O.N, predict the reaction product. The product is: [CH2:1]([N:8]1[CH2:13][CH2:12][O:11][C@H:10]([O:14][CH2:39][C:38]2[CH:37]=[C:36]([Cl:35])[CH:43]=[C:42]([Cl:44])[CH:41]=2)[C@@H:9]1[C:15]1[CH:20]=[CH:19][CH:18]=[CH:17][CH:16]=1)[C:2]1[CH:3]=[CH:4][CH:5]=[CH:6][CH:7]=1. (2) Given the reactants [F:1][C:2]1[CH:10]=[C:9]([F:11])[CH:8]=[C:7]2[C:3]=1[C:4](=[O:13])C(=O)[NH:6]2.[OH:14]O.Cl, predict the reaction product. The product is: [NH2:6][C:7]1[CH:8]=[C:9]([F:11])[CH:10]=[C:2]([F:1])[C:3]=1[C:4]([OH:13])=[O:14]. (3) The product is: [ClH:26].[Cl:26][C:1]([C:4]1[C:12]2[C:7](=[CH:8][CH:9]=[C:10]([CH3:13])[CH:11]=2)[N:6]([C:14]2[C:23]3[C:18](=[CH:19][CH:20]=[CH:21][CH:22]=3)[N:17]=[CH:16][CH:15]=2)[CH:5]=1)=[O:2]. Given the reactants [C:1]([C:4]1[C:12]2[C:7](=[CH:8][CH:9]=[C:10]([CH3:13])[CH:11]=2)[N:6]([C:14]2[C:23]3[C:18](=[CH:19][CH:20]=[CH:21][CH:22]=3)[N:17]=[CH:16][CH:15]=2)[CH:5]=1)(O)=[O:2].S(Cl)([Cl:26])=O, predict the reaction product. (4) Given the reactants [C:1]([O:8][CH3:9])(=[O:7])[CH2:2][C:3]([O:5][CH3:6])=[O:4].[H-].[Na+].[C:12]([O:16][C:17]([N:19]1[CH2:23][CH:22]=[C:21]([CH2:24]OC(=O)C)[CH2:20]1)=[O:18])([CH3:15])([CH3:14])[CH3:13], predict the reaction product. The product is: [CH3:6][O:5][C:3](=[O:4])[CH:2]([CH2:24][C:21]1[CH2:20][N:19]([C:17]([O:16][C:12]([CH3:15])([CH3:14])[CH3:13])=[O:18])[CH2:23][CH:22]=1)[C:1]([O:8][CH3:9])=[O:7]. (5) Given the reactants [Br:1][C:2]1[N:7]=[C:6]([C:8](=[O:11])[NH:9][CH3:10])[C:5]([NH:12][C:13]2[C:18]([C:19]([F:22])([F:21])[F:20])=[CH:17][N:16]=[C:15]([NH:23][C:24]3[CH:56]=[CH:55][C:27]([CH2:28][P:29](=[O:54])([O:33][CH2:34][C:35]4([CH2:39][N:40]5[CH:44]=[C:43]([B:45]6[O:49][C:48]([CH3:51])([CH3:50])[C:47]([CH3:53])([CH3:52])[O:46]6)[CH:42]=[N:41]5)COC4)[O:30][CH2:31][CH3:32])=[CH:26][C:25]=3[O:57][CH3:58])[N:14]=2)=[CH:4][CH:3]=1.BrC1N=C(C(=O)NC)C(NC2C(C(F)(F)F)=CN=C(NC3C=CC(CP(=O)(O)OCC)=C([Cl:95])C=3OC)N=2)=CC=1.CC1(C)C(C)(C)OB(C2C=NN(CCCO)C=2)O1, predict the reaction product. The product is: [Br:1][C:2]1[N:7]=[C:6]([C:8](=[O:11])[NH:9][CH3:10])[C:5]([NH:12][C:13]2[C:18]([C:19]([F:22])([F:21])[F:20])=[CH:17][N:16]=[C:15]([NH:23][C:24]3[CH:56]=[CH:55][C:27]([CH2:28][P:29](=[O:54])([O:33][CH2:34][CH2:35][CH2:39][N:40]4[CH:44]=[C:43]([B:45]5[O:49][C:48]([CH3:51])([CH3:50])[C:47]([CH3:53])([CH3:52])[O:46]5)[CH:42]=[N:41]4)[O:30][CH2:31][CH3:32])=[C:26]([Cl:95])[C:25]=3[O:57][CH3:58])[N:14]=2)=[CH:4][CH:3]=1. (6) Given the reactants N[C:2]1[S:3]C=C[C:6]=1C#N.[CH3:9][CH2:10][O:11][C:12]([CH2:14][C:15]#[N:16])=[O:13], predict the reaction product. The product is: [NH2:16][C:15]1[S:3][CH:2]=[CH:6][C:14]=1[C:12]([O:11][CH2:10][CH3:9])=[O:13].